Dataset: TCR-epitope binding with 47,182 pairs between 192 epitopes and 23,139 TCRs. Task: Binary Classification. Given a T-cell receptor sequence (or CDR3 region) and an epitope sequence, predict whether binding occurs between them. The epitope is FLYALALLL. The TCR CDR3 sequence is CASSPRTSGTDTQYF. Result: 0 (the TCR does not bind to the epitope).